Dataset: Full USPTO retrosynthesis dataset with 1.9M reactions from patents (1976-2016). Task: Predict the reactants needed to synthesize the given product. (1) Given the product [Cl:4][C:5]1[CH:10]=[CH:9][C:8]([NH:11][NH:12][C:25]([C:21]2[S:20][CH:24]=[CH:23][CH:22]=2)=[O:26])=[CH:7][CH:6]=1, predict the reactants needed to synthesize it. The reactants are: [Li+].[OH-].Cl.[Cl:4][C:5]1[CH:10]=[CH:9][C:8]([NH:11][NH2:12])=[CH:7][CH:6]=1.C(N(CC)CC)C.[S:20]1[CH:24]=[CH:23][CH:22]=[C:21]1[C:25](Cl)=[O:26]. (2) The reactants are: [CH:1]1[C:10]2[C:5](=[CH:6][CH:7]=[CH:8][CH:9]=2)[CH:4]=[CH:3][C:2]=1[CH2:11][CH2:12][CH2:13][OH:14].C(N(CC)CC)C.[CH3:22][S:23](Cl)(=[O:25])=[O:24]. Given the product [S:23]([O:14][CH2:13][CH2:12][CH2:11][C:2]1[CH:3]=[CH:4][C:5]2[C:10](=[CH:9][CH:8]=[CH:7][CH:6]=2)[CH:1]=1)(=[O:25])(=[O:24])[CH3:22], predict the reactants needed to synthesize it. (3) Given the product [N+:8]([C:11]1[CH:12]=[C:13]([NH:17]/[N:18]=[C:2](/[CH:4]([CH3:6])[CH3:5])\[CH3:1])[CH:14]=[CH:15][CH:16]=1)([O-:10])=[O:9], predict the reactants needed to synthesize it. The reactants are: [CH3:1][C:2]([CH:4]([CH3:6])[CH3:5])=O.Cl.[N+:8]([C:11]1[CH:12]=[C:13]([NH:17][NH2:18])[CH:14]=[CH:15][CH:16]=1)([O-:10])=[O:9].O.O.O.C([O-])(=O)C.[Na+]. (4) The reactants are: [CH3:1][O:2][N:3]1[CH2:8][CH2:7][C:6](=O)[CH2:5][CH2:4]1.[CH3:10][NH2:11].Cl.[CH3:13][NH2:14].[C-]#N.[K+]. Given the product [CH3:1][O:2][N:3]1[CH2:8][CH2:7][C:6]([NH:14][CH3:13])([C:10]#[N:11])[CH2:5][CH2:4]1, predict the reactants needed to synthesize it. (5) The reactants are: O.[NH2:2]N.[ClH:4].[CH2:5]([N:12]1[CH2:16][C@@H:15]([CH3:17])[C@H:14]([C:18](=[NH:20])[NH2:19])[CH2:13]1)[C:6]1[CH:11]=[CH:10][CH:9]=[CH:8][CH:7]=1.Cl. Given the product [ClH:4].[CH2:5]([N:12]1[CH2:16][C@@H:15]([CH3:17])[C@H:14]([C:18](=[NH:19])[NH:20][NH2:2])[CH2:13]1)[C:6]1[CH:7]=[CH:8][CH:9]=[CH:10][CH:11]=1, predict the reactants needed to synthesize it. (6) Given the product [CH3:14][C:13]1[C:12]2[CH:15]=[CH:16][C:17]([C:19]([F:22])([F:21])[F:20])=[CH:18][C:11]=2[S:10][C:9]=1[CH:4]([CH2:5][CH2:6][CH2:7][CH3:8])[CH2:3][CH2:2][O:29][C:30]1[CH:31]=[CH:32][C:33]([CH2:36][CH2:37][C:38]([O:40][CH3:41])=[O:39])=[CH:34][CH:35]=1, predict the reactants needed to synthesize it. The reactants are: Br[CH2:2][CH2:3][CH:4]([C:9]1[S:10][C:11]2[CH:18]=[C:17]([C:19]([F:22])([F:21])[F:20])[CH:16]=[CH:15][C:12]=2[C:13]=1[CH3:14])[CH2:5][CH2:6][CH2:7][CH3:8].C(=O)([O-])[O-].[Cs+].[Cs+].[OH:29][C:30]1[CH:35]=[CH:34][C:33]([CH2:36][CH2:37][C:38]([O:40][CH3:41])=[O:39])=[CH:32][CH:31]=1. (7) Given the product [C:1]([O:5][C:6]([N:8]1[C:16]2[C:11](=[CH:12][CH:13]=[C:14]([O:17][CH2:19][CH2:9][CH2:10][Br:18])[CH:15]=2)[C:10]([Br:18])=[C:9]1[C:19]1[C:20]2[S:33][CH:32]=[CH:31][C:21]=2[N:22]([C:24]([O:26][C:27]([CH3:30])([CH3:29])[CH3:28])=[O:25])[N:23]=1)=[O:7])([CH3:4])([CH3:2])[CH3:3], predict the reactants needed to synthesize it. The reactants are: [C:1]([O:5][C:6]([N:8]1[C:16]2[C:11](=[CH:12][CH:13]=[C:14]([OH:17])[CH:15]=2)[C:10]([Br:18])=[C:9]1[C:19]1[C:20]2[S:33][CH:32]=[CH:31][C:21]=2[N:22]([C:24]([O:26][C:27]([CH3:30])([CH3:29])[CH3:28])=[O:25])[N:23]=1)=[O:7])([CH3:4])([CH3:3])[CH3:2].C(=O)([O-])[O-].[Cs+].[Cs+]. (8) Given the product [F:1][C:2]1[CH:3]=[CH:4][C:5]([C:8]2[N:12]([CH3:13])[N:11]=[CH:10][C:9]=2/[CH:14]=[CH:17]/[C:18]([OH:20])=[O:19])=[CH:6][CH:7]=1, predict the reactants needed to synthesize it. The reactants are: [F:1][C:2]1[CH:7]=[CH:6][C:5]([C:8]2[N:12]([CH3:13])[N:11]=[CH:10][C:9]=2[CH:14]=O)=[CH:4][CH:3]=1.C(O)(=O)[CH2:17][C:18]([OH:20])=[O:19].N1CCCCC1.[OH-].[Na+]. (9) Given the product [Si:1]([O:8][C:9]1[CH:16]=[CH:15][C:12]([CH2:13][OH:14])=[C:11]([Cl:17])[CH:10]=1)([C:4]([CH3:7])([CH3:6])[CH3:5])([CH3:3])[CH3:2], predict the reactants needed to synthesize it. The reactants are: [Si:1]([O:8][C:9]1[CH:16]=[CH:15][C:12]([CH:13]=[O:14])=[C:11]([Cl:17])[CH:10]=1)([C:4]([CH3:7])([CH3:6])[CH3:5])([CH3:3])[CH3:2].[BH4-].[Na+].